This data is from Reaction yield outcomes from USPTO patents with 853,638 reactions. The task is: Predict the reaction yield, written as a fraction of the theoretical maximum amount of product (1.0 means a 100% yield; for example, 0.34 means a 34% yield). (1) The reactants are [CH2:1]([N:8]1[CH2:13][C:12]([CH3:15])([CH3:14])[O:11][C:10](=[O:16])[CH2:9]1)[C:2]1[CH:7]=[CH:6][CH:5]=[CH:4][CH:3]=1.C[Si]([N-][Si](C)(C)C)(C)C.[Li+].Br[CH2:28][C:29]([O:31][C:32]([CH3:35])([CH3:34])[CH3:33])=[O:30]. The catalyst is O1CCCC1. The product is [CH2:1]([N:8]1[CH2:13][C:12]([CH3:14])([CH3:15])[O:11][C:10](=[O:16])[CH:9]1[CH2:28][C:29]([O:31][C:32]([CH3:35])([CH3:34])[CH3:33])=[O:30])[C:2]1[CH:3]=[CH:4][CH:5]=[CH:6][CH:7]=1. The yield is 0.850. (2) The reactants are [CH3:1][N:2]([S:15]([C:18]1[CH:19]=[N:20][CH:21]=[CH:22][CH:23]=1)(=[O:17])=[O:16])[C:3]1[CH:4]=[CH:5][CH:6]=[C:7]2[C:11]=1[NH:10][C:9]([C:12](=[S:14])[NH2:13])=[CH:8]2.[C:24]([O:29][CH2:30][CH3:31])(=[O:28])[C:25]#[C:26][CH3:27].C(P(CCCC)CCCC)CCC.ClCCl. The catalyst is O1CCCC1. The product is [CH2:30]([O:29][C:24](=[O:28])[CH2:25][CH:26]1[S:14][C:12]([C:9]2[NH:10][C:11]3[C:7]([CH:8]=2)=[CH:6][CH:5]=[CH:4][C:3]=3[N:2]([CH3:1])[S:15]([C:18]2[CH:19]=[N:20][CH:21]=[CH:22][CH:23]=2)(=[O:17])=[O:16])=[N:13][CH2:27]1)[CH3:31]. The yield is 0.300.